Dataset: Forward reaction prediction with 1.9M reactions from USPTO patents (1976-2016). Task: Predict the product of the given reaction. (1) Given the reactants [O:1]=[C:2]1[CH:6]=[CH:5][C:4](=[O:7])[N:3]1[CH2:8][CH2:9][CH2:10][CH2:11][N:12]1[C:16](=[O:17])[NH:15][NH:14][C:13]1=[O:18], predict the reaction product. The product is: [O:1]=[C:2]1[CH:6]=[CH:5][C:4](=[O:7])[N:3]1[CH2:8][CH2:9][CH2:10][CH2:11][N:12]1[C:13](=[O:18])[N:14]=[N:15][C:16]1=[O:17]. (2) Given the reactants [CH2:1]([O:6][C:7](Cl)=[O:8])[C:2]([CH3:5])([CH3:4])[CH3:3].[NH2:10][C:11]1[CH:16]=[CH:15][C:14]([C:17]2[C:25]3[C:24]([NH2:26])=[N:23][CH:22]=[N:21][C:20]=3[N:19]([CH:27]3[CH2:31][CH2:30][CH2:29][CH2:28]3)[CH:18]=2)=[CH:13][C:12]=1[O:32][CH3:33], predict the reaction product. The product is: [NH2:26][C:24]1[C:25]2[C:17]([C:14]3[CH:15]=[CH:16][C:11]([NH:10][C:7](=[O:8])[O:6][CH2:1][C:2]([CH3:5])([CH3:4])[CH3:3])=[C:12]([O:32][CH3:33])[CH:13]=3)=[CH:18][N:19]([CH:27]3[CH2:28][CH2:29][CH2:30][CH2:31]3)[C:20]=2[N:21]=[CH:22][N:23]=1. (3) Given the reactants [Cl:1][C:2]1[CH:7]=[CH:6][C:5]([C:8]2([CH3:41])[C:12]([C:14]3[CH:19]=[CH:18][C:17]([Cl:20])=[CH:16][CH:15]=3)([CH3:13])[N:11]([C:21](Cl)=[O:22])[C:10]([C:24]3[CH:29]=[CH:28][C:27]([S:30]([N:33]4[CH2:37][CH2:36][CH2:35][CH2:34]4)(=[O:32])=[O:31])=[CH:26][C:25]=3[O:38][CH2:39][CH3:40])=[N:9]2)=[CH:4][CH:3]=1.[N:42]1([CH2:48][C:49]([N:51]2[CH2:55][CH2:54][CH2:53][CH2:52]2)=[O:50])[CH2:47][CH2:46][NH:45][CH2:44][CH2:43]1, predict the reaction product. The product is: [Cl:1][C:2]1[CH:3]=[CH:4][C:5]([C@@:8]2([CH3:41])[C@:12]([C:14]3[CH:19]=[CH:18][C:17]([Cl:20])=[CH:16][CH:15]=3)([CH3:13])[N:11]([C:21]([N:45]3[CH2:44][CH2:43][N:42]([CH2:48][C:49]([N:51]4[CH2:52][CH2:53][CH2:54][CH2:55]4)=[O:50])[CH2:47][CH2:46]3)=[O:22])[C:10]([C:24]3[CH:29]=[CH:28][C:27]([S:30]([N:33]4[CH2:34][CH2:35][CH2:36][CH2:37]4)(=[O:31])=[O:32])=[CH:26][C:25]=3[O:38][CH2:39][CH3:40])=[N:9]2)=[CH:6][CH:7]=1. (4) Given the reactants Br[C:2]1[CH:3]=[C:4]([NH:10][C:11]2[O:12][C:13]([CH3:16])=[CH:14][N:15]=2)[C:5](=[O:9])[N:6]([CH3:8])[CH:7]=1.[C:17]([O:20][CH2:21][C:22]1[C:23]([N:31]2[N:40]=[CH:39][C:38]3[C:33](=[C:34]([F:45])[CH:35]=[C:36]([C:41]([CH3:44])([CH3:43])[CH3:42])[CH:37]=3)[C:32]2=[O:46])=[N:24][CH:25]=[CH:26][C:27]=1B(O)O)(=[O:19])[CH3:18].[O-]P([O-])([O-])=O.[K+].[K+].[K+].C([O-])(=O)C.[Na+], predict the reaction product. The product is: [C:17]([O:20][CH2:21][C:22]1[C:23]([N:31]2[N:40]=[CH:39][C:38]3[C:33](=[C:34]([F:45])[CH:35]=[C:36]([C:41]([CH3:43])([CH3:42])[CH3:44])[CH:37]=3)[C:32]2=[O:46])=[N:24][CH:25]=[CH:26][C:27]=1[C:2]1[CH:3]=[C:4]([NH:10][C:11]2[O:12][C:13]([CH3:16])=[CH:14][N:15]=2)[C:5](=[O:9])[N:6]([CH3:8])[CH:7]=1)(=[O:19])[CH3:18]. (5) Given the reactants [C:1]([O:5][C:6](=[O:15])[NH:7][CH:8]1[CH2:13][CH2:12][C:11](=[CH2:14])[CH2:10][CH2:9]1)([CH3:4])([CH3:3])[CH3:2].ClC1C=CC=C(C(OO)=[O:24])C=1, predict the reaction product. The product is: [C:1]([O:5][C:6](=[O:15])[NH:7][CH:8]1[CH2:9][CH2:10][C:11]2([O:24][CH2:14]2)[CH2:12][CH2:13]1)([CH3:4])([CH3:3])[CH3:2]. (6) Given the reactants [C:1]([NH:9][CH2:10][CH:11]1[CH2:16][CH2:15][CH2:14][CH:13]([N:17]2[C:26]3[CH:25]=[CH:24][CH:23]=[C:22]([C:27](O)=[O:28])[C:21]=3[C:20]3=[N:30][O:31][C:32]([CH3:33])=[C:19]3[C:18]2=[O:34])[CH2:12]1)(=[O:8])[C:2]1[CH:7]=[CH:6][CH:5]=[CH:4][CH:3]=1.CC[N:37]=C=NCCCN(C)C.C1C=CC2N(O)N=NC=2C=1.[NH4+].[Cl-].C(NC(C)C)(C)C, predict the reaction product. The product is: [C:1]([NH:9][CH2:10][CH:11]1[CH2:16][CH2:15][CH2:14][CH:13]([N:17]2[C:26]3[CH:25]=[CH:24][CH:23]=[C:22]([C:27]([NH2:37])=[O:28])[C:21]=3[C:20]3=[N:30][O:31][C:32]([CH3:33])=[C:19]3[C:18]2=[O:34])[CH2:12]1)(=[O:8])[C:2]1[CH:7]=[CH:6][CH:5]=[CH:4][CH:3]=1. (7) Given the reactants [NH2:1][C:2]1[CH:7]=[CH:6][CH:5]=[CH:4][N:3]=1.[N+:8]([C:11]1[CH:18]=[CH:17][C:14]([CH2:15][Br:16])=[CH:13][CH:12]=1)([O-:10])=[O:9], predict the reaction product. The product is: [Br-:16].[N+:8]([C:11]1[CH:18]=[CH:17][C:14]([CH2:15][N:3]2[CH:4]=[CH:5][CH:6]=[CH:7][C:2]2=[NH2+:1])=[CH:13][CH:12]=1)([O-:10])=[O:9]. (8) Given the reactants C(N(CC)CC)C.[CH3:8][O:9][C:10](=[O:16])[C@H:11]1[CH2:15][CH2:14][CH2:13][NH:12]1.[C:17](O[C:17]([O:19][C:20]([CH3:23])([CH3:22])[CH3:21])=[O:18])([O:19][C:20]([CH3:23])([CH3:22])[CH3:21])=[O:18], predict the reaction product. The product is: [CH3:8][O:9][C:10](=[O:16])[C@H:11]1[CH2:15][CH2:14][CH2:13][N:12]1[C:17]([O:19][C:20]([CH3:23])([CH3:22])[CH3:21])=[O:18]. (9) Given the reactants [Br:1][C:2]1[CH:3]=[C:4]([C:21]#[N:22])[C:5]2[CH:6]=[N:7][N:8]([S:11]([C:14]3[CH:19]=[CH:18][C:17]([CH3:20])=[CH:16][CH:15]=3)(=[O:13])=[O:12])[C:9]=2[CH:10]=1.C[Si]([N:27]=[N+:28]=[N-:29])(C)C.C([Sn](=O)CCCC)CCC, predict the reaction product. The product is: [Br:1][C:2]1[CH:10]=[C:9]2[C:5]([CH:6]=[N:7][N:8]2[S:11]([C:14]2[CH:15]=[CH:16][C:17]([CH3:20])=[CH:18][CH:19]=2)(=[O:13])=[O:12])=[C:4]([C:21]2[NH:29][N:28]=[N:27][N:22]=2)[CH:3]=1. (10) Given the reactants [CH2:1]([O:5][CH:6]=[CH:7][C:8]1[CH:13]=[CH:12][C:11]([C:14]2[N:15]([C:30]3[CH:35]=[CH:34][C:33]([Cl:36])=[CH:32][CH:31]=3)[C:16](=[O:29])[C:17]3[CH:22]=[N:21][N:20]([C:23]4[CH:28]=[CH:27][CH:26]=[CH:25][CH:24]=4)[C:18]=3[N:19]=2)=[CH:10][CH:9]=1)[CH2:2][CH2:3][CH3:4], predict the reaction product. The product is: [CH2:1]([O:5][CH2:6][CH2:7][C:8]1[CH:9]=[CH:10][C:11]([C:14]2[N:15]([C:30]3[CH:31]=[CH:32][C:33]([Cl:36])=[CH:34][CH:35]=3)[C:16](=[O:29])[C:17]3[CH:22]=[N:21][N:20]([C:23]4[CH:28]=[CH:27][CH:26]=[CH:25][CH:24]=4)[C:18]=3[N:19]=2)=[CH:12][CH:13]=1)[CH2:2][CH2:3][CH3:4].